This data is from Full USPTO retrosynthesis dataset with 1.9M reactions from patents (1976-2016). The task is: Predict the reactants needed to synthesize the given product. (1) Given the product [CH3:1][O:2][C:3]1[CH:9]=[C:8]([C:20]2[N:24]([CH2:25][CH2:26][O:27][CH3:28])[C:23]([CH3:29])=[N:22][CH:21]=2)[CH:7]=[CH:6][C:4]=1[NH2:5], predict the reactants needed to synthesize it. The reactants are: [CH3:1][O:2][C:3]1[CH:9]=[C:8](B2OC(C)(C)C(C)(C)O2)[CH:7]=[CH:6][C:4]=1[NH2:5].Br[C:20]1[N:24]([CH2:25][CH2:26][O:27][CH3:28])[C:23]([CH3:29])=[N:22][CH:21]=1. (2) Given the product [CH2:1]([S:8][CH:9]([C:34]#[N:35])[CH2:10][NH:11][C:12]([C:14]1[NH:15][C:16]2[C:21]([CH:22]=1)=[CH:20][C:19]([CH3:23])=[CH:18][C:17]=2[N:24]([CH3:33])[S:25]([C:28]1[S:29][CH:30]=[CH:31][CH:32]=1)(=[O:27])=[O:26])=[O:13])[C:2]1[CH:3]=[CH:4][CH:5]=[CH:6][CH:7]=1, predict the reactants needed to synthesize it. The reactants are: [CH2:1]([S:8][CH:9](/[CH:34]=[N:35]/O)[CH2:10][NH:11][C:12]([C:14]1[NH:15][C:16]2[C:21]([CH:22]=1)=[CH:20][C:19]([CH3:23])=[CH:18][C:17]=2[N:24]([CH3:33])[S:25]([C:28]1[S:29][CH:30]=[CH:31][CH:32]=1)(=[O:27])=[O:26])=[O:13])[C:2]1[CH:7]=[CH:6][CH:5]=[CH:4][CH:3]=1.N1C(Cl)=NC(Cl)=NC=1Cl.Cl.